The task is: Predict the product of the given reaction.. This data is from Forward reaction prediction with 1.9M reactions from USPTO patents (1976-2016). (1) Given the reactants [Cl:1][C:2]1[CH:7]=[CH:6][C:5]([CH2:8][N:9]2[CH2:14][CH2:13][N:12](C(OC(C)(C)C)=O)[CH2:11][CH2:10]2)=[C:4]([N:22]2[CH2:30][C:29]3[C:24](=[N:25][CH:26]=[CH:27][CH:28]=3)[CH2:23]2)[CH:3]=1.FC(F)(F)C(O)=O, predict the reaction product. The product is: [Cl:1][C:2]1[CH:7]=[CH:6][C:5]([CH2:8][N:9]2[CH2:14][CH2:13][NH:12][CH2:11][CH2:10]2)=[C:4]([N:22]2[CH2:30][C:29]3[C:24](=[N:25][CH:26]=[CH:27][CH:28]=3)[CH2:23]2)[CH:3]=1. (2) Given the reactants O.C1(C)C(S(O)(=O)=O)=CC=CC=1.[CH3:13][O:14][C:15]1[C:16]([OH:34])=[CH:17][C:18]2[CH2:19][CH2:20][C@@H:21]3[C@@H:30]([C:31]=2[CH:32]=1)[CH2:29][CH2:28][C@@:26]1([CH3:27])[C@H:22]3[CH:23]=[CH:24][C:25]1=[O:33].[C:35](OC(C)=C)(=[O:37])[CH3:36].[C:42](OC(=O)C)(=[O:44])[CH3:43], predict the reaction product. The product is: [CH3:13][O:14][C:15]1[C:16]([O:34][C:42](=[O:44])[CH3:43])=[CH:17][C:18]2[CH2:19][CH2:20][C@@H:21]3[C@@H:30]([C:31]=2[CH:32]=1)[CH2:29][CH2:28][C@@:26]1([CH3:27])[C:22]3=[CH:23][CH:24]=[C:25]1[O:33][C:35](=[O:37])[CH3:36]. (3) Given the reactants Br[C:2]1[CH:11]=[C:10]2[C:5]([CH2:6][CH:7]([CH3:26])[N:8]([C:12]3[CH:17]=[C:16]([N:18]4[CH2:23][CH2:22][N:21]([CH3:24])[CH2:20][CH2:19]4)[N:15]=[C:14]([NH2:25])[N:13]=3)[CH2:9]2)=[CH:4][CH:3]=1.[O:27]1[CH2:32][CH2:31][CH:30]([N:33]2[CH:37]=[C:36](B3OC(C)(C)C(C)(C)O3)[CH:35]=[N:34]2)[CH2:29][CH2:28]1.C(=O)(O)[O-].[Na+].O1CCOCC1, predict the reaction product. The product is: [CH3:24][N:21]1[CH2:20][CH2:19][N:18]([C:16]2[CH:17]=[C:12]([N:8]3[CH:7]([CH3:26])[CH2:6][C:5]4[C:10](=[CH:11][C:2]([C:36]5[CH:35]=[N:34][N:33]([CH:30]6[CH2:31][CH2:32][O:27][CH2:28][CH2:29]6)[CH:37]=5)=[CH:3][CH:4]=4)[CH2:9]3)[N:13]=[C:14]([NH2:25])[N:15]=2)[CH2:23][CH2:22]1. (4) Given the reactants [NH2:1][C:2]1[S:6][C:5]2[CH:7]=[CH:8][CH:9]=[CH:10][C:4]=2[C:3]=1[C:11]([C:13]1[CH:18]=[CH:17][CH:16]=[CH:15][CH:14]=1)=O.[CH3:19][C:20](=O)[CH2:21][C:22](=[O:24])[CH3:23], predict the reaction product. The product is: [CH3:19][C:20]1[N:1]=[C:2]2[S:6][C:5]3[CH:7]=[CH:8][CH:9]=[CH:10][C:4]=3[C:3]2=[C:11]([C:13]2[CH:18]=[CH:17][CH:16]=[CH:15][CH:14]=2)[C:21]=1[C:22](=[O:24])[CH3:23].